From a dataset of Reaction yield outcomes from USPTO patents with 853,638 reactions. Predict the reaction yield, written as a fraction of the theoretical maximum amount of product (1.0 means a 100% yield; for example, 0.34 means a 34% yield). (1) The product is [Cl:15][C:12]1[CH:13]=[CH:14][C:9]([C:8](=[O:35])[NH:7][CH2:6][CH2:5][OH:4])=[CH:10][C:11]=1[N:16]([CH3:34])[C:17]([C:19]1[S:33][C:22]2[C:23]3[CH:31]=[CH:30][C:29]([C:39]([NH:84][CH2:83][CH2:82][S:79]([CH3:78])(=[O:81])=[O:80])=[O:57])=[CH:28][C:24]=3[O:25][CH2:26][CH2:27][C:21]=2[CH:20]=1)=[O:18]. The catalyst is C1(C)C=CC=CC=1.CC([O-])=O.CC([O-])=O.[Pd+2]. The yield is 0.180. The reactants are C([O:4][CH2:5][CH2:6][NH:7][C:8](=[O:35])[C:9]1[CH:14]=[CH:13][C:12]([Cl:15])=[C:11]([N:16]([CH3:34])[C:17]([C:19]2[S:33][C:22]3[C:23]4[CH:31]=[CH:30][C:29](Br)=[CH:28][C:24]=4[O:25][CH2:26][CH2:27][C:21]=3[CH:20]=2)=[O:18])[CH:10]=1)(=O)C.CC1(C)C2C(=C(P(C3C=CC=CC=3)C3C=CC=CC=3)C=CC=2)[O:57][C:39]2C(P(C3C=CC=CC=3)C3C=CC=CC=3)=CC=CC1=2.[CH3:78][S:79]([CH2:82][CH2:83][NH2:84])(=[O:81])=[O:80].Cl.C([O-])([O-])=O.[Na+].[Na+]. (2) The reactants are [N:1]1[CH:6]=[CH:5][CH:4]=[C:3]([C:7]2[N:8]=[CH:9][N:10]([CH2:12][C:13]#[N:14])[CH:11]=2)[CH:2]=1.[CH3:15][N:16]([CH:18](OC)OC)[CH3:17]. No catalyst specified. The product is [CH3:15][N:16]([CH3:17])[CH:18]=[C:12]([N:10]1[CH:11]=[C:7]([C:3]2[CH:2]=[N:1][CH:6]=[CH:5][CH:4]=2)[N:8]=[CH:9]1)[C:13]#[N:14]. The yield is 0.710.